This data is from Full USPTO retrosynthesis dataset with 1.9M reactions from patents (1976-2016). The task is: Predict the reactants needed to synthesize the given product. (1) Given the product [NH:16]1[C:24]2=[N:23][CH:22]=[CH:21][CH:20]=[C:19]2[C:18]([CH:25]=[C:7]2[O:6][C:5]([NH:4][CH:1]([CH3:3])[CH3:2])=[C:9]([C:10]([O:12][CH2:13][CH3:14])=[O:11])[C:8]2=[O:15])=[CH:17]1, predict the reactants needed to synthesize it. The reactants are: [CH:1]([NH:4][C:5]1[O:6][CH2:7][C:8](=[O:15])[C:9]=1[C:10]([O:12][CH2:13][CH3:14])=[O:11])([CH3:3])[CH3:2].[NH:16]1[C:24]2[C:19](=[CH:20][CH:21]=[CH:22][N:23]=2)[C:18]([CH:25]=O)=[CH:17]1.N1CCC[C@H]1C(O)=O. (2) Given the product [CH:1]1([N:15]2[CH2:20][CH2:19][CH:18]([CH2:21][CH2:22][N:23]3[C:31]4[C:26](=[CH:27][CH:28]=[CH:29][CH:30]=4)[C:25]4([C:35]5=[CH:36][C:37]6[O:41][CH2:40][O:39][C:38]=6[CH:42]=[C:34]5[O:33][CH2:32]4)[C:24]3=[O:43])[CH2:17][CH2:16]2)[CH2:5][CH2:4][CH2:3][CH2:2]1, predict the reactants needed to synthesize it. The reactants are: [C:1]1(=O)[CH2:5][CH2:4][CH2:3][CH2:2]1.C(N(CC)CC)C.Cl.[NH:15]1[CH2:20][CH2:19][CH:18]([CH2:21][CH2:22][N:23]2[C:31]3[C:26](=[CH:27][CH:28]=[CH:29][CH:30]=3)[C:25]3([C:35]4=[CH:36][C:37]5[O:41][CH2:40][O:39][C:38]=5[CH:42]=[C:34]4[O:33][CH2:32]3)[C:24]2=[O:43])[CH2:17][CH2:16]1.C(O[BH-](OC(=O)C)OC(=O)C)(=O)C.[Na+].